From a dataset of Full USPTO retrosynthesis dataset with 1.9M reactions from patents (1976-2016). Predict the reactants needed to synthesize the given product. (1) Given the product [Cl:1][C:2]1[C:3]([CH3:9])=[C:4]([O:10][CH3:13])[CH:5]=[CH:6][CH:7]=1, predict the reactants needed to synthesize it. The reactants are: [Cl:1][C:2]1[CH:7]=[CH:6][CH:5]=[C:4](Cl)[C:3]=1[CH3:9].[OH-:10].[K+].O.[CH3:13]O. (2) Given the product [F:32][C:27]1[CH:26]=[C:25]([C@H:22]2[O:21][C:20](=[O:33])[N:19]([CH2:18][C:8]3[C:7]([C:39]4[C:40]([O:43][CH3:44])=[N:41][CH:42]=[C:37]([CH:34]([CH3:36])[CH3:35])[CH:38]=4)=[CH:12][N:11]=[C:10]([N:13]4[CH2:16][CH:15]([F:17])[CH2:14]4)[N:9]=3)[C@H:23]2[CH3:24])[CH:30]=[C:29]([F:31])[CH:28]=1, predict the reactants needed to synthesize it. The reactants are: C1COCC1.Br[C:7]1[C:8]([CH2:18][N:19]2[C@@H:23]([CH3:24])[C@@H:22]([C:25]3[CH:30]=[C:29]([F:31])[CH:28]=[C:27]([F:32])[CH:26]=3)[O:21][C:20]2=[O:33])=[N:9][C:10]([N:13]2[CH2:16][CH:15]([F:17])[CH2:14]2)=[N:11][CH:12]=1.[CH:34]([C:37]1[CH:38]=[C:39](B(O)O)[C:40]([O:43][CH3:44])=[N:41][CH:42]=1)([CH3:36])[CH3:35].C([O-])([O-])=O.[K+].[K+]. (3) Given the product [C:10]1([CH3:14])[CH:11]=[CH:12][CH:13]=[C:8]([C:6]2[N:5]=[CH:4][N:3]=[C:2]([C:21]3[CH:22]=[CH:23][C:18]([C:15]([OH:17])=[O:16])=[CH:19][CH:20]=3)[CH:7]=2)[CH:9]=1, predict the reactants needed to synthesize it. The reactants are: Cl[C:2]1[CH:7]=[C:6]([C:8]2[CH:9]=[C:10]([CH3:14])[CH:11]=[CH:12][CH:13]=2)[N:5]=[CH:4][N:3]=1.[C:15]([C:18]1[CH:23]=[CH:22][C:21](B(O)O)=[CH:20][CH:19]=1)([OH:17])=[O:16].C([O-])([O-])=O.[Na+].[Na+].Cl. (4) Given the product [N:1]([CH2:10][C:11]1[N:12]=[C:13]([NH:16][C:17]([NH:19][CH2:20][C:21]2[CH:26]=[CH:25][CH:24]=[C:23]([F:27])[CH:22]=2)=[O:18])[S:14][CH:15]=1)=[N+:2]=[N-:3], predict the reactants needed to synthesize it. The reactants are: [N-:1]=[N+:2]=[N-:3].[Na+].CS(C)=O.Cl[CH2:10][C:11]1[N:12]=[C:13]([NH:16][C:17]([NH:19][CH2:20][C:21]2[CH:26]=[CH:25][CH:24]=[C:23]([F:27])[CH:22]=2)=[O:18])[S:14][CH:15]=1. (5) Given the product [O:35]=[C:34]1[CH2:36][CH2:37][C:38](=[O:39])[N:33]1[O:18][C:17](=[O:19])[CH2:16][CH2:15][CH2:14][CH2:13][CH2:12][CH2:11][CH2:10][CH2:9][CH2:8][CH2:7][CH2:6][NH:5][C:3](=[O:4])[CH2:2][I:1], predict the reactants needed to synthesize it. The reactants are: [I:1][CH2:2][C:3]([NH:5][CH2:6][CH2:7][CH2:8][CH2:9][CH2:10][CH2:11][CH2:12][CH2:13][CH2:14][CH2:15][CH2:16][C:17]([OH:19])=[O:18])=[O:4].[B-](F)(F)(F)F.CN(C(O[N:33]1[C:38](=[O:39])[CH2:37][CH2:36][C:34]1=[O:35])=[N+](C)C)C.CCN(C(C)C)C(C)C.Cl. (6) Given the product [CH2:1]([O:3][C:4]([C:6]1[N:7]([C:16]2[CH:21]=[CH:20][C:19]([O:22][CH:23]3[CH2:27][CH2:26][CH2:25][CH2:24]3)=[CH:18][CH:17]=2)[C:8]2[C:13]([CH:14]=1)=[CH:12][C:11]([B:28]1[O:32][C:31]([CH3:34])([CH3:33])[C:30]([CH3:36])([CH3:35])[O:29]1)=[CH:10][CH:9]=2)=[O:5])[CH3:2], predict the reactants needed to synthesize it. The reactants are: [CH2:1]([O:3][C:4]([C:6]1[N:7]([C:16]2[CH:21]=[CH:20][C:19]([O:22][CH:23]3[CH2:27][CH2:26][CH2:25][CH2:24]3)=[CH:18][CH:17]=2)[C:8]2[C:13]([CH:14]=1)=[CH:12][C:11](Br)=[CH:10][CH:9]=2)=[O:5])[CH3:2].[B:28]1([B:28]2[O:32][C:31]([CH3:34])([CH3:33])[C:30]([CH3:36])([CH3:35])[O:29]2)[O:32][C:31]([CH3:34])([CH3:33])[C:30]([CH3:36])([CH3:35])[O:29]1. (7) Given the product [OH:15][CH:13]([CH3:14])[CH:11]([N:10]1[C:5]2=[N:6][CH:7]=[CH:8][CH:9]=[C:4]2[C:3]([C:16]([O:18][C:19]([CH3:22])([CH3:21])[CH3:20])=[O:17])=[C:2]1[CH3:1])[CH3:12], predict the reactants needed to synthesize it. The reactants are: [CH3:1][C:2]1[N:10]([CH:11]([C:13](=[O:15])[CH3:14])[CH3:12])[C:5]2=[N:6][CH:7]=[CH:8][CH:9]=[C:4]2[C:3]=1[C:16]([O:18][C:19]([CH3:22])([CH3:21])[CH3:20])=[O:17].[BH4-].[Na+].O. (8) Given the product [NH2:1][C:2]1[C:11]2[CH:10]=[CH:9][CH:8]=[C:7]([C:22]3[CH:23]=[N:24][CH:25]=[CH:26][C:21]=3[O:20][CH3:19])[C:6]=2[N:5]=[C:4]2[CH2:13][N:14]([CH2:17][CH3:18])[C:15](=[O:16])[C:3]=12, predict the reactants needed to synthesize it. The reactants are: [NH2:1][C:2]1[C:11]2[CH:10]=[CH:9][CH:8]=[C:7](Br)[C:6]=2[N:5]=[C:4]2[CH2:13][N:14]([CH2:17][CH3:18])[C:15](=[O:16])[C:3]=12.[CH3:19][O:20][C:21]1[CH:26]=[CH:25][N:24]=[CH:23][C:22]=1B(O)O. (9) Given the product [CH3:9][O:8][C:5]1[CH:6]=[CH:7][C:2]([Si:10]([CH3:13])([CH3:12])[CH3:11])=[CH:3][CH:4]=1, predict the reactants needed to synthesize it. The reactants are: Br[C:2]1[CH:7]=[CH:6][C:5]([O:8][CH3:9])=[CH:4][CH:3]=1.[Si:10](Cl)([CH3:13])([CH3:12])[CH3:11].[Li]CCCC.O.